Dataset: Forward reaction prediction with 1.9M reactions from USPTO patents (1976-2016). Task: Predict the product of the given reaction. The product is: [CH2:24]([N:28]([CH2:29][CH3:30])[C:2]1[C:3]2[CH2:12][CH:11]([CH3:13])[C:10](=[O:14])[N:9]([C:15]3[C:20]([CH3:21])=[CH:19][C:18]([CH3:22])=[CH:17][C:16]=3[CH3:23])[C:4]=2[N:5]=[C:6]([CH3:8])[N:7]=1)[CH2:25][CH2:26][CH3:27]. Given the reactants Cl[C:2]1[C:3]2[CH2:12][CH:11]([CH3:13])[C:10](=[O:14])[N:9]([C:15]3[C:20]([CH3:21])=[CH:19][C:18]([CH3:22])=[CH:17][C:16]=3[CH3:23])[C:4]=2[N:5]=[C:6]([CH3:8])[N:7]=1.[CH2:24]([NH:28][CH2:29][CH3:30])[CH2:25][CH2:26][CH3:27], predict the reaction product.